Predict the reaction yield, written as a fraction of the theoretical maximum amount of product (1.0 means a 100% yield; for example, 0.34 means a 34% yield). From a dataset of Reaction yield outcomes from USPTO patents with 853,638 reactions. (1) The reactants are [F:1][C:2]1[CH:7]=[CH:6][C:5]([C:8]2[CH:9]=[C:10]([C:15]([O:17]C)=[O:16])[C:11](=[O:14])[NH:12][N:13]=2)=[CH:4][C:3]=1[CH3:19].CS(O[CH2:25][CH2:26][C:27]1[CH:32]=[CH:31][C:30]([Cl:33])=[CH:29][CH:28]=1)(=O)=O. No catalyst specified. The product is [C:15]([C:10]1[C:11](=[O:14])[N:12]([CH2:25][CH2:26][C:27]2[CH:32]=[CH:31][C:30]([Cl:33])=[CH:29][CH:28]=2)[N:13]=[C:8]([C:5]2[CH:6]=[CH:7][C:2]([F:1])=[C:3]([CH3:19])[CH:4]=2)[CH:9]=1)([OH:17])=[O:16]. The yield is 0.563. (2) The reactants are [CH2:1]([OH:8])[C:2]1[CH:7]=[CH:6][CH:5]=[CH:4][CH:3]=1.[H-].[Na+].Cl[C:12]1[CH:17]=[C:16]([Cl:18])[CH:15]=[CH:14][N:13]=1. The catalyst is C1COCC1. The product is [CH2:1]([O:8][C:12]1[CH:17]=[C:16]([Cl:18])[CH:15]=[CH:14][N:13]=1)[C:2]1[CH:7]=[CH:6][CH:5]=[CH:4][CH:3]=1. The yield is 0.270.